From a dataset of Full USPTO retrosynthesis dataset with 1.9M reactions from patents (1976-2016). Predict the reactants needed to synthesize the given product. (1) Given the product [C:34]([O:33][C:32](=[O:38])[NH:31][CH:28]1[CH2:27][CH2:26][CH:25]([CH2:24][NH:23][C:2]2[C:7]([C:8]#[N:9])=[CH:6][N:5]=[C:4]([NH:10][CH2:11][C:12]3[CH:17]=[CH:16][CH:15]=[CH:14][C:13]=3[O:18][C:19]([F:22])([F:21])[F:20])[N:3]=2)[CH2:30][CH2:29]1)([CH3:37])([CH3:35])[CH3:36], predict the reactants needed to synthesize it. The reactants are: Cl[C:2]1[C:7]([C:8]#[N:9])=[CH:6][N:5]=[C:4]([NH:10][CH2:11][C:12]2[CH:17]=[CH:16][CH:15]=[CH:14][C:13]=2[O:18][C:19]([F:22])([F:21])[F:20])[N:3]=1.[NH2:23][CH2:24][C@H:25]1[CH2:30][CH2:29][C@H:28]([NH:31][C:32](=[O:38])[O:33][C:34]([CH3:37])([CH3:36])[CH3:35])[CH2:27][CH2:26]1.CCN(C(C)C)C(C)C. (2) Given the product [Cl:1][C:2]1[C:3]([C:12]2([CH2:15][I:41])[CH2:14][CH2:13]2)=[N:4][CH:5]=[C:6]([C:8]([F:11])([F:10])[F:9])[CH:7]=1, predict the reactants needed to synthesize it. The reactants are: [Cl:1][C:2]1[C:3]([C:12]2([CH2:15]O)[CH2:14][CH2:13]2)=[N:4][CH:5]=[C:6]([C:8]([F:11])([F:10])[F:9])[CH:7]=1.C1(P(C2C=CC=CC=2)C2C=CC=CC=2)C=CC=CC=1.N1C=CN=C1.[I:41]I. (3) Given the product [F:11][C:12]1[CH:21]=[C:20]2[C:15]([CH2:16][CH2:17][CH2:18][C@@H:19]2[OH:22])=[CH:14][CH:13]=1, predict the reactants needed to synthesize it. The reactants are: C(N(CC)CC)C.C(O)=O.[F:11][C:12]1[CH:21]=[C:20]2[C:15]([CH2:16][CH2:17][CH2:18][C:19]2=[O:22])=[CH:14][CH:13]=1. (4) Given the product [CH3:1][O:2][C:3]1[CH:12]=[C:11]2[C:6]([C:7]([CH3:36])=[CH:8][C:9](=[O:35])[N:10]2[CH2:13][CH2:14][N:15]2[CH2:16][CH2:17][CH:18]([NH:21][CH2:22][CH2:23][S:24][C:25]3[CH:34]=[CH:33][CH:32]=[CH:31][C:26]=3[C:27]([OH:29])=[O:28])[CH2:19][CH2:20]2)=[CH:5][CH:4]=1, predict the reactants needed to synthesize it. The reactants are: [CH3:1][O:2][C:3]1[CH:12]=[C:11]2[C:6]([C:7]([CH3:36])=[CH:8][C:9](=[O:35])[N:10]2[CH2:13][CH2:14][N:15]2[CH2:20][CH2:19][CH:18]([NH:21][CH2:22][CH2:23][S:24][C:25]3[CH:34]=[CH:33][CH:32]=[CH:31][C:26]=3[C:27]([O:29]C)=[O:28])[CH2:17][CH2:16]2)=[CH:5][CH:4]=1.[OH-].[Na+]. (5) Given the product [C:1]([N:5]1[CH:9]=[C:8]([NH:10][C:11]([NH:13][C:14]2[CH:19]=[C:18]([C:20]3[C:31](=[O:32])[N:30]([CH3:33])[C:23]4[N:24]=[C:25]([NH:28][CH2:29][CH2:23][N:30]([CH3:33])[CH3:31])[N:26]=[CH:27][C:22]=4[CH:21]=3)[C:17]([CH3:34])=[CH:16][C:15]=2[F:35])=[O:12])[CH:7]=[N:6]1)([CH3:3])([CH3:2])[CH3:4], predict the reactants needed to synthesize it. The reactants are: [C:1]([N:5]1[CH:9]=[C:8]([NH:10][C:11]([NH:13][C:14]2[CH:19]=[C:18]([C:20]3[C:31](=[O:32])[N:30]([CH3:33])[C:23]4[N:24]=[C:25]([NH:28][CH3:29])[N:26]=[CH:27][C:22]=4[CH:21]=3)[C:17]([CH3:34])=[CH:16][C:15]=2[F:35])=[O:12])[CH:7]=[N:6]1)([CH3:4])([CH3:3])[CH3:2]. (6) Given the product [CH2:36]([N:28]([CH2:29][C:30]1[CH:35]=[CH:34][CH:33]=[CH:32][CH:31]=1)[C@H:21]1[CH2:20][C:19]2[C:24](=[CH:25][CH:26]=[CH:27][C:18]=2[C:6]2[CH:5]=[N:4][C:3]([O:2][CH3:1])=[CH:8][CH:7]=2)[O:23][CH2:22]1)[C:37]1[CH:38]=[CH:39][CH:40]=[CH:41][CH:42]=1, predict the reactants needed to synthesize it. The reactants are: [CH3:1][O:2][C:3]1[CH:8]=[CH:7][C:6](B(O)O)=[CH:5][N:4]=1.FC(F)(F)S(O[C:18]1[CH:27]=[CH:26][CH:25]=[C:24]2[C:19]=1[CH2:20][C@H:21]([N:28]([CH2:36][C:37]1[CH:42]=[CH:41][CH:40]=[CH:39][CH:38]=1)[CH2:29][C:30]1[CH:35]=[CH:34][CH:33]=[CH:32][CH:31]=1)[CH2:22][O:23]2)(=O)=O.